Dataset: Full USPTO retrosynthesis dataset with 1.9M reactions from patents (1976-2016). Task: Predict the reactants needed to synthesize the given product. (1) Given the product [F:1][C:2]1[C:3]([NH:16][C:17]([NH:40][C:38]2[N:39]=[C:34]([NH:33][C:30]3[CH:29]=[CH:28][C:27]([F:26])=[CH:32][CH:31]=3)[N:35]=[CH:36][N:37]=2)=[O:25])=[C:4]([F:15])[CH:5]=[CH:6][C:7]=1[NH:8][S:9]([CH2:12][CH2:13][CH3:14])(=[O:10])=[O:11], predict the reactants needed to synthesize it. The reactants are: [F:1][C:2]1[C:7]([NH:8][S:9]([CH2:12][CH2:13][CH3:14])(=[O:11])=[O:10])=[CH:6][CH:5]=[C:4]([F:15])[C:3]=1[NH:16][C:17](=[O:25])OC1C=CC=CC=1.[F:26][C:27]1[CH:32]=[CH:31][C:30]([NH:33][C:34]2[N:39]=[C:38]([NH2:40])[N:37]=[CH:36][N:35]=2)=[CH:29][CH:28]=1.CS(C)=O. (2) Given the product [CH2:1]([O:8][C:9]([N:11]1[C:19]2[C:14](=[CH:15][CH:16]=[CH:17][CH:18]=2)[CH2:13][C@H:12]1[C:20]1[NH:29][C:23]2[CH:24]=[C:25]([Br:28])[CH:26]=[CH:27][C:22]=2[N:21]=1)=[O:10])[C:2]1[CH:7]=[CH:6][CH:5]=[CH:4][CH:3]=1, predict the reactants needed to synthesize it. The reactants are: [CH2:1]([O:8][C:9]([N:11]1[C:19]2[C:14](=[CH:15][CH:16]=[CH:17][CH:18]=2)[CH2:13][C@H:12]1[C:20](=O)[NH:21][C:22]1[CH:27]=[CH:26][C:25]([Br:28])=[CH:24][C:23]=1[NH2:29])=[O:10])[C:2]1[CH:7]=[CH:6][CH:5]=[CH:4][CH:3]=1.C(OC(N1C2C(=CC=CC=2)C[C@H]1C(=O)NC1C=C(Br)C=CC=1N)=O)C1C=CC=CC=1.